Dataset: Catalyst prediction with 721,799 reactions and 888 catalyst types from USPTO. Task: Predict which catalyst facilitates the given reaction. (1) Reactant: C(OC([NH:8][CH2:9][CH2:10][NH:11][C:12]1[N:17]=[C:16]([O:18][C:19]2[CH:20]=[C:21]([CH3:33])[C:22]3[CH:26]([CH2:27][C:28]([OH:30])=[O:29])[O:25][B:24]([OH:31])[C:23]=3[CH:32]=2)[CH:15]=[CH:14][N:13]=1)=O)(C)(C)C.[ClH:34]. Product: [ClH:34].[NH2:8][CH2:9][CH2:10][NH:11][C:12]1[N:17]=[C:16]([O:18][C:19]2[CH:20]=[C:21]([CH3:33])[C:22]3[CH:26]([CH2:27][C:28]([OH:30])=[O:29])[O:25][B:24]([OH:31])[C:23]=3[CH:32]=2)[CH:15]=[CH:14][N:13]=1. The catalyst class is: 12. (2) Reactant: [Br:1][CH2:2][CH2:3][OH:4].N1C=CN=C1.[C:10]([Si:14]([C:22]1[CH:27]=[CH:26][CH:25]=[CH:24][CH:23]=1)([C:16]1[CH:21]=[CH:20][CH:19]=[CH:18][CH:17]=1)Cl)([CH3:13])([CH3:12])[CH3:11].[Cl-].[Na+]. Product: [Br:1][CH2:2][CH2:3][O:4][Si:14]([C:10]([CH3:13])([CH3:12])[CH3:11])([C:22]1[CH:23]=[CH:24][CH:25]=[CH:26][CH:27]=1)[C:16]1[CH:21]=[CH:20][CH:19]=[CH:18][CH:17]=1. The catalyst class is: 9. (3) Reactant: [CH3:1][O:2][C:3]1[C:4]([CH3:10])=[C:5]([SH:9])[CH:6]=[CH:7][CH:8]=1.CN(C=O)C.Cl[CH2:17][C:18](=[O:24])[CH2:19][C:20]([O:22][CH3:23])=[O:21].C([O-])([O-])=O.[K+].[K+]. Product: [CH3:1][O:2][C:3]1[C:4]([CH3:10])=[C:5]([S:9][CH2:17][C:18](=[O:24])[CH2:19][C:20]([O:22][CH3:23])=[O:21])[CH:6]=[CH:7][CH:8]=1. The catalyst class is: 6. (4) Reactant: [Br:1][C:2]1[CH:10]=[CH:9][C:5]([C:6]([OH:8])=[O:7])=[C:4]([F:11])[CH:3]=1.[CH3:12]O. Product: [Br:1][C:2]1[CH:10]=[CH:9][C:5]([C:6]([O:8][CH3:12])=[O:7])=[C:4]([F:11])[CH:3]=1. The catalyst class is: 65. (5) Reactant: [CH2:1]([O:8][C:9]([NH:11][C:12]1[C:13]([C:28]([O:30]CC)=[O:29])=[N:14][C:15]2[C:20]([CH:21]=1)=[CH:19][CH:18]=[C:17]([N:22]1[CH2:27][CH2:26][O:25][CH2:24][CH2:23]1)[CH:16]=2)=[O:10])[C:2]1[CH:7]=[CH:6][CH:5]=[CH:4][CH:3]=1.[OH-].[Na+].Cl. Product: [CH2:1]([O:8][C:9]([NH:11][C:12]1[C:13]([C:28]([OH:30])=[O:29])=[N:14][C:15]2[C:20]([CH:21]=1)=[CH:19][CH:18]=[C:17]([N:22]1[CH2:23][CH2:24][O:25][CH2:26][CH2:27]1)[CH:16]=2)=[O:10])[C:2]1[CH:7]=[CH:6][CH:5]=[CH:4][CH:3]=1. The catalyst class is: 12. (6) Reactant: C1CCN2C(=NCCC2)CC1.[O:12]1[CH2:17][CH2:16][C:15](=O)[CH2:14][CH2:13]1.[CH3:19][O:20][C:21](=[O:40])[CH:22](P(OC)(OC)=O)[NH:23][C:24]([O:26][CH2:27][C:28]1[CH:33]=[CH:32][CH:31]=[CH:30][CH:29]=1)=[O:25].CCCCCC.C(OCC)(=O)C. Product: [C:28]1([CH2:27][O:26][C:24]([NH:23][C:22](=[C:15]2[CH2:16][CH2:17][O:12][CH2:13][CH2:14]2)[C:21]([O:20][CH3:19])=[O:40])=[O:25])[CH:29]=[CH:30][CH:31]=[CH:32][CH:33]=1. The catalyst class is: 4. (7) Reactant: [Cl:1][C:2]1[C:3]([CH:47]2[CH2:49][CH2:48]2)=[N:4][N:5]([CH2:45][CH3:46])[C:6]=1[N:7]1[CH2:44][CH2:43][C:10]2[N:11]=[C:12]([C:22]3[C:30]([CH3:31])=[CH:29][CH:28]=[C:27]4[C:23]=3[C:24]([CH3:42])=[N:25][N:26]4S(C3C=CC(C)=CC=3)(=O)=O)[N:13]=[C:14]([N:15]3[CH2:20][CH2:19][O:18][CH2:17][C@H:16]3[CH3:21])[C:9]=2[CH2:8]1.C([O-])([O-])=O.[K+].[K+]. Product: [Cl:1][C:2]1[C:3]([CH:47]2[CH2:48][CH2:49]2)=[N:4][N:5]([CH2:45][CH3:46])[C:6]=1[N:7]1[CH2:44][CH2:43][C:10]2[N:11]=[C:12]([C:22]3[C:30]([CH3:31])=[CH:29][CH:28]=[C:27]4[C:23]=3[C:24]([CH3:42])=[N:25][NH:26]4)[N:13]=[C:14]([N:15]3[CH2:20][CH2:19][O:18][CH2:17][C@H:16]3[CH3:21])[C:9]=2[CH2:8]1. The catalyst class is: 5. (8) Reactant: C1(O[C:8](=[O:27])[NH:9][C:10]2[S:11][C:12]3[C:18]([CH:19]4[CH2:24][O:23][CH2:22][CH2:21][O:20]4)=[CH:17][CH:16]=[C:15]([O:25][CH3:26])[C:13]=3[N:14]=2)C=CC=CC=1.[CH3:28][C:29]1([OH:35])[CH2:34][CH2:33][NH:32][CH2:31][CH2:30]1.N1C=CC=CC=1. Product: [O:20]1[CH2:21][CH2:22][O:23][CH2:24][CH:19]1[C:18]1[C:12]2[S:11][C:10]([NH:9][C:8]([N:32]3[CH2:33][CH2:34][C:29]([OH:35])([CH3:28])[CH2:30][CH2:31]3)=[O:27])=[N:14][C:13]=2[C:15]([O:25][CH3:26])=[CH:16][CH:17]=1. The catalyst class is: 22.